Predict the reaction yield, written as a fraction of the theoretical maximum amount of product (1.0 means a 100% yield; for example, 0.34 means a 34% yield). From a dataset of Reaction yield outcomes from USPTO patents with 853,638 reactions. (1) The reactants are Br[C:2]1[CH:14]=[C:13]([CH:15]=[CH2:16])[CH:12]=[CH:11][C:3]=1[C:4]([O:6][C:7]([CH3:10])([CH3:9])[CH3:8])=[O:5].[C:17]([Cu])#[N:18]. The catalyst is CN(C=O)C.O. The product is [C:17]([C:2]1[CH:14]=[C:13]([CH:15]=[CH2:16])[CH:12]=[CH:11][C:3]=1[C:4]([O:6][C:7]([CH3:10])([CH3:9])[CH3:8])=[O:5])#[N:18]. The yield is 0.720. (2) The reactants are [Br:1][C:2]1[C:3]([CH3:16])=[C:4]([N:8]2[C:13](=[O:14])[CH:12]=[CH:11][NH:10][C:9]2=[O:15])[CH:5]=[CH:6][CH:7]=1.[F:17][C:18]1[CH:23]=[CH:22][C:21](B(O)O)=[CH:20][CH:19]=1.N1C=CC=CC=1. The product is [Br:1][C:2]1[C:3]([CH3:16])=[C:4]([N:8]2[C:13](=[O:14])[CH:12]=[CH:11][N:10]([C:21]3[CH:22]=[CH:23][C:18]([F:17])=[CH:19][CH:20]=3)[C:9]2=[O:15])[CH:5]=[CH:6][CH:7]=1. The catalyst is C(Cl)Cl.C([O-])(=O)C.[Cu+2].C([O-])(=O)C. The yield is 0.430. (3) The reactants are [Li+].CC([N-]C(C)C)C.[Br:9][C:10]1[CH:11]=[N:12][CH:13]=[C:14]([Br:16])[CH:15]=1.Cl[C:18]([O:20][CH2:21][CH3:22])=[O:19]. The catalyst is C1COCC1. The product is [Br:9][C:10]1[CH:11]=[N:12][CH:13]=[C:14]([Br:16])[C:15]=1[C:18]([O:20][CH2:21][CH3:22])=[O:19]. The yield is 0.920. (4) The reactants are II.[Br-].[C:4]1([CH:10]([C:13]2[CH:18]=[CH:17][CH:16]=[CH:15][CH:14]=2)[CH:11]=[O:12])[CH:9]=[CH:8][CH:7]=[CH:6][CH:5]=1.C([O-])(O)=O.[Na+]. The catalyst is C(OCC)C.BrCCC=C. The product is [C:13]1([CH:10]([C:4]2[CH:5]=[CH:6][CH:7]=[CH:8][CH:9]=2)[CH:11]([OH:12])[CH2:6][CH2:5][CH:4]=[CH2:9])[CH:14]=[CH:15][CH:16]=[CH:17][CH:18]=1. The yield is 0.910. (5) The reactants are [CH2:1]([O:3][C:4](=[O:22])[CH:5]([C:7]1[C:8]([I:21])=[C:9]2[C:16]3[CH2:17][CH2:18][CH2:19][CH2:20][C:15]=3[S:14][C:10]2=[N:11][C:12]=1[CH3:13])[OH:6])[CH3:2].C(O[C:27]([CH3:30])([CH3:29])[CH3:28])(=O)C.S(=O)(=O)(O)O. The catalyst is ClCCl. The product is [CH2:1]([O:3][C:4](=[O:22])[CH:5]([C:7]1[C:8]([I:21])=[C:9]2[C:16]3[CH2:17][CH2:18][CH2:19][CH2:20][C:15]=3[S:14][C:10]2=[N:11][C:12]=1[CH3:13])[O:6][C:27]([CH3:30])([CH3:29])[CH3:28])[CH3:2]. The yield is 0.360. (6) The reactants are Cl[C:2]1[C:7]([N+:8]([O-:10])=[O:9])=[CH:6][CH:5]=[C:4]([Cl:11])[N:3]=1.[C:12]([O:16][C:17]([N:19]1[CH2:24][CH2:23][CH:22]([NH2:25])[CH2:21][CH2:20]1)=[O:18])([CH3:15])([CH3:14])[CH3:13].C([O-])([O-])=O.[K+].[K+]. The catalyst is CN(C=O)C. The product is [C:12]([O:16][C:17]([N:19]1[CH2:24][CH2:23][CH:22]([NH:25][C:2]2[C:7]([N+:8]([O-:10])=[O:9])=[CH:6][CH:5]=[C:4]([Cl:11])[N:3]=2)[CH2:21][CH2:20]1)=[O:18])([CH3:15])([CH3:13])[CH3:14]. The yield is 0.510. (7) The reactants are [CH3:1][C:2]1[CH:6]=[C:5]([C:7]([O:9]CC)=[O:8])[N:4]([CH2:12][C:13]([F:16])([F:15])[F:14])[N:3]=1.[OH-].[Na+].Cl. The catalyst is O1CCCC1. The product is [CH3:1][C:2]1[CH:6]=[C:5]([C:7]([OH:9])=[O:8])[N:4]([CH2:12][C:13]([F:15])([F:14])[F:16])[N:3]=1. The yield is 0.840. (8) The reactants are [C:1](O)(=[O:3])[CH3:2].FC(F)(F)C(O)=O.[NH2:12][CH2:13][CH2:14][C:15]([NH:17][C:18]1[CH:19]=[C:20]([C:24]2[CH:29]=[C:28]([C:30]3[CH:35]=[CH:34][C:33]([Cl:36])=[CH:32][C:31]=3[OH:37])[N:27]=[C:26]([NH:38][C:39]([C:41]3[S:42][CH:43]=[CH:44][CH:45]=3)=[O:40])[C:25]=2[C:46]#[N:47])[CH:21]=[CH:22][CH:23]=1)=[O:16].C(N(CC)CC)C. The catalyst is ClCCl.C(=O)([O-])O.[Na+]. The product is [C:1]([NH:12][CH2:13][CH2:14][C:15]([NH:17][C:18]1[CH:19]=[C:20]([C:24]2[CH:29]=[C:28]([C:30]3[CH:35]=[CH:34][C:33]([Cl:36])=[CH:32][C:31]=3[OH:37])[N:27]=[C:26]([NH:38][C:39]([C:41]3[S:42][CH:43]=[CH:44][CH:45]=3)=[O:40])[C:25]=2[C:46]#[N:47])[CH:21]=[CH:22][CH:23]=1)=[O:16])(=[O:3])[CH3:2]. The yield is 0.620.